From a dataset of NCI-60 drug combinations with 297,098 pairs across 59 cell lines. Regression. Given two drug SMILES strings and cell line genomic features, predict the synergy score measuring deviation from expected non-interaction effect. (1) Drug 1: CCC1(CC2CC(C3=C(CCN(C2)C1)C4=CC=CC=C4N3)(C5=C(C=C6C(=C5)C78CCN9C7C(C=CC9)(C(C(C8N6C=O)(C(=O)OC)O)OC(=O)C)CC)OC)C(=O)OC)O.OS(=O)(=O)O. Drug 2: C1CNP(=O)(OC1)N(CCCl)CCCl. Cell line: HCC-2998. Synergy scores: CSS=4.42, Synergy_ZIP=4.91, Synergy_Bliss=12.2, Synergy_Loewe=3.33, Synergy_HSA=3.25. (2) Drug 1: CCC1(CC2CC(C3=C(CCN(C2)C1)C4=CC=CC=C4N3)(C5=C(C=C6C(=C5)C78CCN9C7C(C=CC9)(C(C(C8N6C)(C(=O)OC)O)OC(=O)C)CC)OC)C(=O)OC)O.OS(=O)(=O)O. Drug 2: C1C(C(OC1N2C=NC(=NC2=O)N)CO)O. Cell line: HCC-2998. Synergy scores: CSS=18.0, Synergy_ZIP=-8.89, Synergy_Bliss=-11.6, Synergy_Loewe=-7.93, Synergy_HSA=-7.34.